From a dataset of Peptide-MHC class I binding affinity with 185,985 pairs from IEDB/IMGT. Regression. Given a peptide amino acid sequence and an MHC pseudo amino acid sequence, predict their binding affinity value. This is MHC class I binding data. (1) The peptide sequence is VGNVYVKF. The MHC is Patr-B1301 with pseudo-sequence Patr-B1301. The binding affinity (normalized) is 0.305. (2) The peptide sequence is FATCGIFALI. The MHC is H-2-Db with pseudo-sequence H-2-Db. The binding affinity (normalized) is 0.0358.